From a dataset of Full USPTO retrosynthesis dataset with 1.9M reactions from patents (1976-2016). Predict the reactants needed to synthesize the given product. (1) Given the product [CH2:16]([O:18][C:19]([C:21]1[N:22]([S:11](=[O:13])(=[O:12])[N:10]([CH3:15])[CH3:9])[N:23]=[C:24]([CH2:26][O:27][C:28]2[CH:33]=[CH:32][CH:31]=[CH:30][CH:29]=2)[CH:25]=1)=[O:20])[CH3:17], predict the reactants needed to synthesize it. The reactants are: N12CCN(CC1)CC2.[CH3:9][N:10]([CH3:15])[S:11](Cl)(=[O:13])=[O:12].[CH2:16]([O:18][C:19]([C:21]1[NH:22][N:23]=[C:24]([CH2:26][O:27][C:28]2[CH:33]=[CH:32][CH:31]=[CH:30][CH:29]=2)[CH:25]=1)=[O:20])[CH3:17]. (2) Given the product [CH3:1][C:2]1[CH:7]=[C:6]([CH2:8][CH2:9][CH3:10])[CH:5]=[C:4]([CH3:11])[C:3]=1[NH:12][C:13]([NH:15][C:16]1[CH:17]=[C:18]([C:42]2[CH:47]=[CH:46][C:45]([O:48][CH3:49])=[CH:44][CH:43]=2)[CH:19]=[CH:20][C:21]=1[C:22]([NH:24][C@@H:25]([CH2:26][C:27]([O:29][CH2:30][CH3:31])=[O:28])[C:32]([OH:34])=[O:33])=[O:23])=[O:14], predict the reactants needed to synthesize it. The reactants are: [CH3:1][C:2]1[CH:7]=[C:6]([CH2:8][CH:9]=[CH2:10])[CH:5]=[C:4]([CH3:11])[C:3]=1[NH:12][C:13]([NH:15][C:16]1[CH:17]=[C:18]([C:42]2[CH:47]=[CH:46][C:45]([O:48][CH3:49])=[CH:44][CH:43]=2)[CH:19]=[CH:20][C:21]=1[C:22]([NH:24][C@H:25]([C:32]([O:34]CC1C=CC=CC=1)=[O:33])[CH2:26][C:27]([O:29][CH2:30][CH3:31])=[O:28])=[O:23])=[O:14].[H][H]. (3) The reactants are: Cl[C:2]1[CH:9]=[CH:8][C:7]([N+:10]([O-])=O)=[CH:6][C:3]=1[C:4]#[N:5].[CH2:13]([N:20]1[CH2:25][CH2:24][CH:23]([OH:26])[CH2:22][CH2:21]1)[C:14]1[CH:19]=[CH:18][CH:17]=[CH:16][CH:15]=1. Given the product [NH2:10][C:7]1[CH:8]=[CH:9][C:2]([O:26][CH:23]2[CH2:24][CH2:25][N:20]([CH2:13][C:14]3[CH:19]=[CH:18][CH:17]=[CH:16][CH:15]=3)[CH2:21][CH2:22]2)=[C:3]([CH:6]=1)[C:4]#[N:5], predict the reactants needed to synthesize it. (4) Given the product [O:2]=[C:3]1[NH:8][CH:7]=[C:6]([CH2:9][N:10]2[C:18]3[C:13](=[CH:14][CH:15]=[CH:16][CH:17]=3)[C:12]3([C:22]4=[CH:23][C:24]5[O:28][CH2:27][O:26][C:25]=5[CH:29]=[C:21]4[O:20][CH2:19]3)[C:11]2=[O:30])[CH:5]=[CH:4]1, predict the reactants needed to synthesize it. The reactants are: C[O:2][C:3]1[N:8]=[CH:7][C:6]([CH2:9][N:10]2[C:18]3[C:13](=[CH:14][CH:15]=[CH:16][CH:17]=3)[C:12]3([C:22]4=[CH:23][C:24]5[O:28][CH2:27][O:26][C:25]=5[CH:29]=[C:21]4[O:20][CH2:19]3)[C:11]2=[O:30])=[CH:5][CH:4]=1.[I-].[Na+].Cl[Si](C)(C)C.